Dataset: NCI-60 drug combinations with 297,098 pairs across 59 cell lines. Task: Regression. Given two drug SMILES strings and cell line genomic features, predict the synergy score measuring deviation from expected non-interaction effect. (1) Drug 1: CC1=C2C(C(=O)C3(C(CC4C(C3C(C(C2(C)C)(CC1OC(=O)C(C(C5=CC=CC=C5)NC(=O)OC(C)(C)C)O)O)OC(=O)C6=CC=CC=C6)(CO4)OC(=O)C)OC)C)OC. Drug 2: COC1=C2C(=CC3=C1OC=C3)C=CC(=O)O2. Cell line: MCF7. Synergy scores: CSS=39.5, Synergy_ZIP=4.89, Synergy_Bliss=5.72, Synergy_Loewe=-18.2, Synergy_HSA=5.92. (2) Drug 1: C1=CC(=CC=C1C#N)C(C2=CC=C(C=C2)C#N)N3C=NC=N3. Drug 2: C1CN(P(=O)(OC1)NCCCl)CCCl. Cell line: KM12. Synergy scores: CSS=1.02, Synergy_ZIP=0.244, Synergy_Bliss=-1.22, Synergy_Loewe=-19.7, Synergy_HSA=-1.63. (3) Cell line: K-562. Synergy scores: CSS=7.26, Synergy_ZIP=-0.0840, Synergy_Bliss=2.26, Synergy_Loewe=-5.54, Synergy_HSA=-1.11. Drug 1: C1CCC(C1)C(CC#N)N2C=C(C=N2)C3=C4C=CNC4=NC=N3. Drug 2: C1C(C(OC1N2C=NC3=C2NC=NCC3O)CO)O. (4) Drug 1: CC1C(C(=O)NC(C(=O)N2CCCC2C(=O)N(CC(=O)N(C(C(=O)O1)C(C)C)C)C)C(C)C)NC(=O)C3=C4C(=C(C=C3)C)OC5=C(C(=O)C(=C(C5=N4)C(=O)NC6C(OC(=O)C(N(C(=O)CN(C(=O)C7CCCN7C(=O)C(NC6=O)C(C)C)C)C)C(C)C)C)N)C. Drug 2: CCC(=C(C1=CC=CC=C1)C2=CC=C(C=C2)OCCN(C)C)C3=CC=CC=C3.C(C(=O)O)C(CC(=O)O)(C(=O)O)O. Cell line: MCF7. Synergy scores: CSS=19.3, Synergy_ZIP=4.62, Synergy_Bliss=5.96, Synergy_Loewe=8.64, Synergy_HSA=8.84. (5) Drug 1: CC1C(C(CC(O1)OC2CC(OC(C2O)C)OC3=CC4=CC5=C(C(=O)C(C(C5)C(C(=O)C(C(C)O)O)OC)OC6CC(C(C(O6)C)O)OC7CC(C(C(O7)C)O)OC8CC(C(C(O8)C)O)(C)O)C(=C4C(=C3C)O)O)O)O. Drug 2: C1CN(CCN1C(=O)CCBr)C(=O)CCBr. Cell line: NCI-H522. Synergy scores: CSS=68.1, Synergy_ZIP=-1.24, Synergy_Bliss=2.13, Synergy_Loewe=-0.355, Synergy_HSA=0.695. (6) Drug 1: CCCCCOC(=O)NC1=NC(=O)N(C=C1F)C2C(C(C(O2)C)O)O. Drug 2: CC1=C2C(C(=O)C3(C(CC4C(C3C(C(C2(C)C)(CC1OC(=O)C(C(C5=CC=CC=C5)NC(=O)OC(C)(C)C)O)O)OC(=O)C6=CC=CC=C6)(CO4)OC(=O)C)O)C)O. Cell line: OVCAR-4. Synergy scores: CSS=-1.63, Synergy_ZIP=2.90, Synergy_Bliss=4.41, Synergy_Loewe=-2.33, Synergy_HSA=-2.01. (7) Drug 1: C1=NC2=C(N=C(N=C2N1C3C(C(C(O3)CO)O)O)F)N. Drug 2: C1=NC2=C(N1)C(=S)N=CN2. Cell line: HS 578T. Synergy scores: CSS=39.8, Synergy_ZIP=-3.78, Synergy_Bliss=0.593, Synergy_Loewe=-7.14, Synergy_HSA=2.75. (8) Drug 1: CC1=C2C(C(=O)C3(C(CC4C(C3C(C(C2(C)C)(CC1OC(=O)C(C(C5=CC=CC=C5)NC(=O)OC(C)(C)C)O)O)OC(=O)C6=CC=CC=C6)(CO4)OC(=O)C)O)C)O. Drug 2: CC1CCC2CC(C(=CC=CC=CC(CC(C(=O)C(C(C(=CC(C(=O)CC(OC(=O)C3CCCCN3C(=O)C(=O)C1(O2)O)C(C)CC4CCC(C(C4)OC)OCCO)C)C)O)OC)C)C)C)OC. Cell line: 786-0. Synergy scores: CSS=2.44, Synergy_ZIP=3.93, Synergy_Bliss=-0.601, Synergy_Loewe=-3.42, Synergy_HSA=-1.33. (9) Drug 1: CCC1=C2CN3C(=CC4=C(C3=O)COC(=O)C4(CC)O)C2=NC5=C1C=C(C=C5)O. Drug 2: N.N.Cl[Pt+2]Cl. Cell line: IGROV1. Synergy scores: CSS=73.8, Synergy_ZIP=-5.45, Synergy_Bliss=-2.29, Synergy_Loewe=1.98, Synergy_HSA=3.29. (10) Drug 1: C1=CC(=CC=C1CC(C(=O)O)N)N(CCCl)CCCl.Cl. Drug 2: C1CN(P(=O)(OC1)NCCCl)CCCl. Cell line: HOP-62. Synergy scores: CSS=17.0, Synergy_ZIP=-3.81, Synergy_Bliss=-1.96, Synergy_Loewe=-8.53, Synergy_HSA=-5.39.